Dataset: Catalyst prediction with 721,799 reactions and 888 catalyst types from USPTO. Task: Predict which catalyst facilitates the given reaction. (1) Reactant: [F-].C([N+](CCCC)(CCCC)CCCC)CCC.[Si]([O:36][CH2:37][CH2:38][O:39][CH2:40][C@H:41]([O:52][C:53]1[N:58]=[CH:57][N:56]=[C:55]2[N:59]([C:62]3[CH:67]=[C:66]([F:68])[CH:65]=[CH:64][C:63]=3[CH3:69])[N:60]=[CH:61][C:54]=12)[C:42]([NH:44][C:45]1[CH:50]=[CH:49][C:48]([Cl:51])=[CH:47][N:46]=1)=[O:43])(C(C)(C)C)(C1C=CC=CC=1)C1C=CC=CC=1. Product: [Cl:51][C:48]1[CH:49]=[CH:50][C:45]([NH:44][C:42](=[O:43])[C@@H:41]([O:52][C:53]2[N:58]=[CH:57][N:56]=[C:55]3[N:59]([C:62]4[CH:67]=[C:66]([F:68])[CH:65]=[CH:64][C:63]=4[CH3:69])[N:60]=[CH:61][C:54]=23)[CH2:40][O:39][CH2:38][CH2:37][OH:36])=[N:46][CH:47]=1. The catalyst class is: 1. (2) Reactant: [C:1]([O:5][C:6](=[O:20])[CH2:7][O:8][C:9]1[C:18]2[CH2:17][CH2:16][CH2:15][C:14](=O)[C:13]=2[CH:12]=[CH:11][CH:10]=1)([CH3:4])([CH3:3])[CH3:2].C([O-])(=O)C.[NH4+].C([BH3-])#[N:27].[Na+]. Product: [C:1]([O:5][C:6](=[O:20])[CH2:7][O:8][C:9]1[C:18]2[CH2:17][CH2:16][CH2:15][CH:14]([NH2:27])[C:13]=2[CH:12]=[CH:11][CH:10]=1)([CH3:4])([CH3:3])[CH3:2]. The catalyst class is: 5.